Task: Predict the product of the given reaction.. Dataset: Forward reaction prediction with 1.9M reactions from USPTO patents (1976-2016) (1) Given the reactants [CH3:1][C:2]1[NH:3][CH:4]=[CH:5][N:6]=1.Cl.[CH3:8][NH:9][CH3:10].Cl.C=O.[OH-].[K+].[C:16](=O)([O-])[O-].[K+].[K+], predict the reaction product. The product is: [CH3:8][N:9]([CH2:16][N:3]1[CH:4]=[CH:5][N:6]=[C:2]1[CH3:1])[CH3:10]. (2) The product is: [F:28][C:27]1[C:22]([CH:18]2[CH2:17][CH2:16][C:15]3[C:20](=[CH:21][C:12]([N:9]4[CH2:10][C:11]5[CH:2]=[CH:3][CH:4]=[N:5][C:6]=5[NH:7][C:8]4=[O:30])=[C:13]([CH3:29])[CH:14]=3)[O:19]2)=[N:23][CH:24]=[CH:25][CH:26]=1. Given the reactants Cl[C:2]1[C:11]2[CH2:10][N:9]([C:12]3[CH:21]=[C:20]4[C:15]([CH2:16][CH2:17][CH:18]([C:22]5[C:27]([F:28])=[CH:26][CH:25]=[CH:24][N:23]=5)[O:19]4)=[CH:14][C:13]=3[CH3:29])[C:8](=[O:30])[NH:7][C:6]=2[N:5]=[CH:4][CH:3]=1, predict the reaction product. (3) Given the reactants [CH2:1]([O:3][CH2:4][C:5]1[N:6]([CH2:18][C:19]2([NH:25]C(=O)OC(C)(C)C)[CH2:24][CH2:23][O:22][CH2:21][CH2:20]2)[C:7]2[C:16]3[CH:15]=[CH:14][CH:13]=[CH:12][C:11]=3[N:10]=[CH:9][C:8]=2[N:17]=1)[CH3:2].O1CCC(=O)CC1.C1(=O)CCCCC1.Cl, predict the reaction product. The product is: [CH2:1]([O:3][CH2:4][C:5]1[N:6]([CH2:18][C:19]2([NH2:25])[CH2:24][CH2:23][O:22][CH2:21][CH2:20]2)[C:7]2[C:16]3[CH:15]=[CH:14][CH:13]=[CH:12][C:11]=3[N:10]=[CH:9][C:8]=2[N:17]=1)[CH3:2]. (4) Given the reactants I[C:2]1[CH:3]=[C:4]2[C:17](=[CH:18][CH:19]=1)[N:16]1[CH2:20][C@@H:21]([CH3:25])[O:22][C@@H:23]([CH3:24])[C@@H:15]1[C:6]1([C:11](=[O:12])[NH:10][C:9](=[O:13])[NH:8][C:7]1=[O:14])[CH2:5]2.CCN(CC)CC.[C:33]([C:35]1[CH:40]=[CH:39][CH:38]=[CH:37][N:36]=1)#[CH:34], predict the reaction product. The product is: [CH3:25][C@H:21]1[O:22][C@@H:23]([CH3:24])[CH:15]2[C:6]3([CH2:5][C:4]4[C:17]([N:16]2[CH2:20]1)=[CH:18][CH:19]=[C:2]([C:34]#[C:33][C:35]1[CH:40]=[CH:39][CH:38]=[CH:37][N:36]=1)[CH:3]=4)[C:7](=[O:14])[NH:8][C:9](=[O:13])[NH:10][C:11]3=[O:12]. (5) Given the reactants [BH4-].[Na+].[C:3]([O:7][C:8]([N:10]1[CH2:13][CH:12]([C:14](O)=[O:15])[CH2:11]1)=[O:9])([CH3:6])([CH3:5])[CH3:4].II, predict the reaction product. The product is: [OH:15][CH2:14][CH:12]1[CH2:13][N:10]([C:8]([O:7][C:3]([CH3:6])([CH3:5])[CH3:4])=[O:9])[CH2:11]1. (6) Given the reactants [CH:1]1[C:10]2[C:5](=[CH:6][CH:7]=[CH:8][CH:9]=2)[CH:4]=[CH:3][C:2]=1[OH:11].[NH2:12][C:13]1[N:14]=[C:15]([NH2:24])[C:16]2[C:21]([CH2:22]Cl)=[CH:20][O:19][C:17]=2[N:18]=1.C(=O)([O-])[O-].[K+].[K+], predict the reaction product. The product is: [NH2:12][C:13]1[N:14]=[C:15]([NH2:24])[C:16]2[C:21]([CH2:22][O:11][C:2]3[CH:3]=[CH:4][C:5]4[C:10](=[CH:9][CH:8]=[CH:7][CH:6]=4)[CH:1]=3)=[CH:20][O:19][C:17]=2[N:18]=1.